This data is from Full USPTO retrosynthesis dataset with 1.9M reactions from patents (1976-2016). The task is: Predict the reactants needed to synthesize the given product. (1) Given the product [Cl:2][CH2:3][CH2:4][CH2:5][N:6]1[CH2:11][CH2:10][CH2:9][CH2:8][CH2:7]1, predict the reactants needed to synthesize it. The reactants are: Cl.[Cl:2][CH2:3][CH2:4][CH2:5][N:6]1[CH2:11][CH2:10][CH2:9][CH2:8][CH2:7]1.C(=O)([O-])[O-].[K+].[K+].[OH-].[Na+].C(OCC)C. (2) The reactants are: [S:1]1[CH:5]=[CH:4][CH:3]=[C:2]1[C:6]1[S:7][CH:8]=[CH:9][C:10]=1[C:11]1[S:12][CH:13]=[CH:14][CH:15]=1.C1C(=O)N([Br:23])C(=O)C1.CC(N=NC(C#N)(C)C)(C#N)C. Given the product [Br:23][C:2]1([C:6]2[S:7][CH:8]=[CH:9][C:10]=2[C:11]2[S:12][CH:13]=[CH:14][CH:15]=2)[CH2:3][CH:4]=[CH:5][S:1]1, predict the reactants needed to synthesize it. (3) The reactants are: [Br:1][C:2]1[CH:3]=[C:4]([C:8]2([C:16]3[CH:21]=[CH:20][CH:19]=[C:18]([OH:22])[CH:17]=3)[NH:12][C:11](=[S:13])[N:10]([CH3:14])[C:9]2=[O:15])[CH:5]=[CH:6][CH:7]=1.[CH:23]1([S:26](Cl)(=[O:28])=[O:27])[CH2:25][CH2:24]1. Given the product [CH:23]1([S:26]([O:22][C:18]2[CH:19]=[CH:20][CH:21]=[C:16]([C:8]3([C:4]4[CH:5]=[CH:6][CH:7]=[C:2]([Br:1])[CH:3]=4)[C:9](=[O:15])[N:10]([CH3:14])[C:11](=[S:13])[NH:12]3)[CH:17]=2)(=[O:28])=[O:27])[CH2:25][CH2:24]1, predict the reactants needed to synthesize it. (4) Given the product [C:14]1([C@@H:7]2[CH2:6][C:5]3([CH2:21][CH2:4]3)[CH2:9][C@H:8]2[C:10]([O:12][CH3:13])=[O:11])[CH:15]=[CH:16][CH:17]=[CH:18][CH:19]=1, predict the reactants needed to synthesize it. The reactants are: ClCI.[CH2:4]=[C:5]1[CH2:9][C@@H:8]([C:10]([O:12][CH3:13])=[O:11])[C@H:7]([C:14]2[CH:19]=[CH:18][CH:17]=[CH:16][CH:15]=2)[CH2:6]1.[Zn](CC)[CH2:21]C. (5) Given the product [CH3:31][C:32]1[CH:37]=[CH:36][CH:35]=[C:34]([CH3:38])[C:33]=1[C:7]1[C:12]2[O:13][CH:14]([CH2:17][O:18][S:19]([C:22]3[CH:27]=[CH:26][C:25]([CH3:28])=[CH:24][CH:23]=3)(=[O:21])=[O:20])[CH2:15][O:16][C:11]=2[CH:10]=[CH:9][CH:8]=1, predict the reactants needed to synthesize it. The reactants are: FC(F)(F)S(O[C:7]1[C:12]2[O:13][CH:14]([CH2:17][O:18][S:19]([C:22]3[CH:27]=[CH:26][C:25]([CH3:28])=[CH:24][CH:23]=3)(=[O:21])=[O:20])[CH2:15][O:16][C:11]=2[CH:10]=[CH:9][CH:8]=1)(=O)=O.[CH3:31][C:32]1[CH:37]=[CH:36][CH:35]=[C:34]([CH3:38])[C:33]=1B(O)O. (6) Given the product [F:21][CH:19]([F:20])[C:7]1[N:8]=[C:9]([C:11]2[CH:16]=[CH:15][C:14]([O:17][CH3:18])=[CH:13][CH:12]=2)[S:10][C:6]=1[C:4]([OH:5])=[O:3], predict the reactants needed to synthesize it. The reactants are: C([O:3][C:4]([C:6]1[S:10][C:9]([C:11]2[CH:16]=[CH:15][C:14]([O:17][CH3:18])=[CH:13][CH:12]=2)=[N:8][C:7]=1[CH:19]([F:21])[F:20])=[O:5])C.[OH-].[Li+].C(O)(=O)C. (7) Given the product [C:22]([N:26]1[CH2:31][CH2:30][CH:29]([S:32][C:2]2[CH:3]=[CH:4][C:5]3[O:14][CH2:13][CH2:12][N:11]4[CH:10]=[C:9]([C:15]5[CH:16]=[N:17][CH:18]=[CH:19][CH:20]=5)[N:8]=[C:7]4[C:6]=3[CH:21]=2)[CH2:28][CH2:27]1)([CH3:25])([CH3:23])[CH3:24], predict the reactants needed to synthesize it. The reactants are: Br[C:2]1[CH:3]=[CH:4][C:5]2[O:14][CH2:13][CH2:12][N:11]3[C:7](=[N:8][C:9]([C:15]4[CH:16]=[N:17][CH:18]=[CH:19][CH:20]=4)=[CH:10]3)[C:6]=2[CH:21]=1.[C:22]([N:26]1[CH2:31][CH2:30][CH:29]([SH:32])[CH2:28][CH2:27]1)([CH3:25])([CH3:24])[CH3:23].CC1(C)C2C(=C(P(C3C=CC=CC=3)C3C=CC=CC=3)C=CC=2)OC2C(P(C3C=CC=CC=3)C3C=CC=CC=3)=CC=CC1=2.CCN(C(C)C)C(C)C.